This data is from NCI-60 drug combinations with 297,098 pairs across 59 cell lines. The task is: Regression. Given two drug SMILES strings and cell line genomic features, predict the synergy score measuring deviation from expected non-interaction effect. (1) Drug 1: COC1=CC(=CC(=C1O)OC)C2C3C(COC3=O)C(C4=CC5=C(C=C24)OCO5)OC6C(C(C7C(O6)COC(O7)C8=CC=CS8)O)O. Drug 2: CC1C(C(CC(O1)OC2CC(CC3=C2C(=C4C(=C3O)C(=O)C5=C(C4=O)C(=CC=C5)OC)O)(C(=O)CO)O)N)O.Cl. Cell line: HCT-15. Synergy scores: CSS=36.3, Synergy_ZIP=-11.7, Synergy_Bliss=-13.3, Synergy_Loewe=-14.4, Synergy_HSA=-9.46. (2) Drug 1: C1CCC(CC1)NC(=O)N(CCCl)N=O. Drug 2: CC1CCC2CC(C(=CC=CC=CC(CC(C(=O)C(C(C(=CC(C(=O)CC(OC(=O)C3CCCCN3C(=O)C(=O)C1(O2)O)C(C)CC4CCC(C(C4)OC)OCCO)C)C)O)OC)C)C)C)OC. Cell line: 786-0. Synergy scores: CSS=18.3, Synergy_ZIP=-14.3, Synergy_Bliss=-9.63, Synergy_Loewe=-7.89, Synergy_HSA=-6.19.